Dataset: Forward reaction prediction with 1.9M reactions from USPTO patents (1976-2016). Task: Predict the product of the given reaction. (1) Given the reactants [NH2:1][C:2]1[CH:9]=[CH:8][C:5]([C:6]#[N:7])=[CH:4][C:3]=1[Cl:10].[C:11]1([CH3:21])[CH:16]=[CH:15][C:14]([S:17](Cl)(=[O:19])=[O:18])=[CH:13][CH:12]=1.O, predict the reaction product. The product is: [Cl:10][C:3]1[CH:4]=[C:5]([C:6]#[N:7])[CH:8]=[CH:9][C:2]=1[NH:1][S:17]([C:14]1[CH:15]=[CH:16][C:11]([CH3:21])=[CH:12][CH:13]=1)(=[O:19])=[O:18]. (2) Given the reactants Br[C:2]1[CH:9]=[CH:8][C:5]([CH2:6][OH:7])=[CH:4][C:3]=1[CH3:10].[C:11]([C:13]1[CH:18]=[CH:17][CH:16]=[CH:15][C:14]=1OB(O)O)#[N:12].ClCCl.C(=O)([O-])[O-].[Na+].[Na+], predict the reaction product. The product is: [OH:7][CH2:6][C:5]1[CH:8]=[CH:9][C:2]([C:14]2[C:13]([C:11]#[N:12])=[CH:18][CH:17]=[CH:16][CH:15]=2)=[C:3]([CH3:10])[CH:4]=1. (3) Given the reactants BrC1N2C=CN=C2C([NH:11][C:12]2[CH:17]=[CH:16][C:15]([C:18]3[N:19]=[N:20][N:21]([CH3:23])[N:22]=3)=[CH:14][CH:13]=2)=[N:4]C=1.CC1(C)C(C)(C)OB(C2C=NNC=2)O1.C([O-])([O-])=O.[Na+].[Na+], predict the reaction product. The product is: [NH3:4].[CH3:23][N:21]1[N:20]=[N:19][C:18]([C:15]2[CH:16]=[CH:17][C:12]([NH2:11])=[CH:13][CH:14]=2)=[N:22]1.